Task: Regression. Given a peptide amino acid sequence and an MHC pseudo amino acid sequence, predict their binding affinity value. This is MHC class II binding data.. Dataset: Peptide-MHC class II binding affinity with 134,281 pairs from IEDB (1) The binding affinity (normalized) is 0.519. The MHC is DRB1_0802 with pseudo-sequence DRB1_0802. The peptide sequence is LGTCQTLTPMMSSKF. (2) The peptide sequence is YFIMAYVNQAHHIQL. The MHC is DRB1_0405 with pseudo-sequence DRB1_0405. The binding affinity (normalized) is 0.691.